Dataset: Full USPTO retrosynthesis dataset with 1.9M reactions from patents (1976-2016). Task: Predict the reactants needed to synthesize the given product. (1) Given the product [CH3:1][O:2][C:3]1[CH:4]=[C:5]2[C:10](=[CH:11][C:12]=1[O:13][CH3:14])[N:9]=[CH:8][N:7]=[C:6]2[O:15][C:16]1[CH:22]=[CH:21][C:19]([NH:20][C:41](=[O:47])[O:42][CH2:43][CH2:56][CH2:55][O:54][C:53]2[CH:59]=[CH:60][C:50]([Cl:49])=[CH:51][CH:52]=2)=[CH:18][CH:17]=1, predict the reactants needed to synthesize it. The reactants are: [CH3:1][O:2][C:3]1[CH:4]=[C:5]2[C:10](=[CH:11][C:12]=1[O:13][CH3:14])[N:9]=[CH:8][N:7]=[C:6]2[O:15][C:16]1[CH:22]=[CH:21][C:19]([NH2:20])=[CH:18][CH:17]=1.C1(C)C=CC=CC=1.C(N(CC)CC)C.ClC(Cl)(O[C:41](=[O:47])[O:42][C:43](Cl)(Cl)Cl)Cl.[Cl:49][C:50]1[CH:60]=[CH:59][C:53]([O:54][CH2:55][CH2:56]CO)=[CH:52][CH:51]=1. (2) Given the product [C:23]([NH:26][C:27]1[CH:32]=[C:31]([C:2]2[CH:14]=[CH:13][C:5]([C:6]([O:8][C:9]([CH3:12])([CH3:11])[CH3:10])=[O:7])=[C:4]([NH:15][C:16]3[CH:21]=[CH:20][C:19]([F:22])=[CH:18][CH:17]=3)[CH:3]=2)[CH:30]=[CH:29][CH:28]=1)(=[O:25])[CH3:24], predict the reactants needed to synthesize it. The reactants are: Br[C:2]1[CH:14]=[CH:13][C:5]([C:6]([O:8][C:9]([CH3:12])([CH3:11])[CH3:10])=[O:7])=[C:4]([NH:15][C:16]2[CH:21]=[CH:20][C:19]([F:22])=[CH:18][CH:17]=2)[CH:3]=1.[C:23]([NH:26][C:27]1[CH:28]=[C:29](B(O)O)[CH:30]=[CH:31][CH:32]=1)(=[O:25])[CH3:24].C(=O)([O-])[O-].[Na+].[Na+]. (3) Given the product [Cl:1][C:2]1[C:3]([C:11]2([F:15])[CH2:13][CH2:12]2)=[N:4][N:5]([CH3:10])[C:6]=1[C:7]([OH:9])=[O:8], predict the reactants needed to synthesize it. The reactants are: [Cl:1][C:2]1[C:3]([C:11]2(Cl)[CH2:13][CH2:12]2)=[N:4][N:5]([CH3:10])[C:6]=1[C:7]([OH:9])=[O:8].[F:15]C1(C2C=C(C(OCC)=O)N(C)N=2)CC1.[OH-].[Na+]. (4) Given the product [CH3:12][CH:13]1[C:24]([C:6]2[CH:7]=[CH:8][CH:9]=[C:10]3[C:5]=2[CH2:4][CH2:3][CH2:2][NH:1]3)=[C:25]([CH3:29])[C:26]([CH3:27])=[C:14]1[CH3:15], predict the reactants needed to synthesize it. The reactants are: [NH:1]1[C:10]2[C:5](=[CH:6][CH:7]=[CH:8][CH:9]=2)[CH2:4][CH2:3][CH2:2]1.[Li][CH2:12][CH2:13][CH2:14][CH3:15].C(=O)=O.C([Li])(C)(C)C.[CH3:24][C:25]1(C)[C:29](=O)C=[CH:27][C:26]1(C)C. (5) Given the product [NH2:24][C:16]1[CH:15]=[C:14]([F:13])[C:22]([F:23])=[CH:21][C:17]=1[C:18]([NH:34][O:33][CH2:26][C:27]1[CH:32]=[CH:31][CH:30]=[CH:29][CH:28]=1)=[O:20], predict the reactants needed to synthesize it. The reactants are: C(N1C=CN=C1)(N1C=CN=C1)=O.[F:13][C:14]1[CH:15]=[C:16]([NH2:24])[C:17](=[CH:21][C:22]=1[F:23])[C:18]([OH:20])=O.Cl.[CH2:26]([O:33][NH2:34])[C:27]1[CH:32]=[CH:31][CH:30]=[CH:29][CH:28]=1.C(N(CC)CC)C. (6) Given the product [C:1]([O:5][C:6]([NH:8][C@@H:9]([C@H:22]([CH2:30][CH3:31])[CH2:23][CH:24]([CH3:29])[CH2:25][CH2:26][CH:27]=[CH2:28])[C:10]([N:12]1[CH2:16][C@H:15]([OH:17])[CH2:14][C@H:13]1[C:18]([OH:20])=[O:19])=[O:11])=[O:7])([CH3:4])([CH3:3])[CH3:2], predict the reactants needed to synthesize it. The reactants are: [C:1]([O:5][C:6]([NH:8][C@@H:9]([C@H:22]([CH2:30][CH3:31])[CH2:23][CH:24]([CH3:29])[CH2:25][CH2:26][CH:27]=[CH2:28])[C:10]([N:12]1[CH2:16][C@H:15]([OH:17])[CH2:14][C@H:13]1[C:18]([O:20]C)=[O:19])=[O:11])=[O:7])([CH3:4])([CH3:3])[CH3:2].O.[Li+].[OH-].CO. (7) Given the product [C:1]([C:5]1[N:10]=[CH:9][C:8]([C:11]2[N:12]([C:32]([N:34]3[CH2:39][CH2:38][CH:37]([CH2:40][C:41]([NH:53][CH2:47][CH2:48][CH2:49][CH2:50][CH2:51][CH3:52])=[O:42])[CH2:36][CH2:35]3)=[O:33])[C@@:13]([C:25]3[CH:30]=[CH:29][C:28]([Cl:31])=[CH:27][CH:26]=3)([CH3:24])[C@@:14]([C:17]3[CH:22]=[CH:21][C:20]([Cl:23])=[CH:19][CH:18]=3)([CH3:16])[N:15]=2)=[C:7]([O:44][CH2:45][CH3:46])[CH:6]=1)([CH3:3])([CH3:2])[CH3:4], predict the reactants needed to synthesize it. The reactants are: [C:1]([C:5]1[N:10]=[CH:9][C:8]([C:11]2[N:12]([C:32]([N:34]3[CH2:39][CH2:38][CH:37]([CH2:40][C:41](O)=[O:42])[CH2:36][CH2:35]3)=[O:33])[C@@:13]([C:25]3[CH:30]=[CH:29][C:28]([Cl:31])=[CH:27][CH:26]=3)([CH3:24])[C@@:14]([C:17]3[CH:22]=[CH:21][C:20]([Cl:23])=[CH:19][CH:18]=3)([CH3:16])[N:15]=2)=[C:7]([O:44][CH2:45][CH3:46])[CH:6]=1)([CH3:4])([CH3:3])[CH3:2].[CH2:47]([NH2:53])[CH2:48][CH2:49][CH2:50][CH2:51][CH3:52]. (8) Given the product [CH:39]([C:34]1[CH:35]=[C:36]([O:48][CH2:47][C:9]2[C:9]([C:10]3[CH:5]=[CH:4][CH:3]=[CH:2][CH:11]=3)=[N:8][C:7]3[C:11]([CH:10]=2)=[CH:2][CH:3]=[CH:4][C:6]=3[CH3:20])[N:37]=[C:32]([NH2:31])[N:33]=1)([CH3:41])[CH3:40], predict the reactants needed to synthesize it. The reactants are: F[C:2]1[CH:3]=[C:4]2[C:9](=[CH:10][C:11]=1F)[N:8]=[C:7](C1C=CC=CC=1C)[C:6]([CH2:20]SC1N=CN=C3C=1NC=N3)=[CH:5]2.[NH2:31][C:32]1[N:37]=[C:36](Cl)[CH:35]=[C:34]([CH:39]([CH3:41])[CH3:40])[N:33]=1.[H-].[Na+].CN([CH:47]=[O:48])C.